Dataset: NCI-60 drug combinations with 297,098 pairs across 59 cell lines. Task: Regression. Given two drug SMILES strings and cell line genomic features, predict the synergy score measuring deviation from expected non-interaction effect. (1) Drug 1: CC12CCC3C(C1CCC2=O)CC(=C)C4=CC(=O)C=CC34C. Drug 2: CC1=C(C(=CC=C1)Cl)NC(=O)C2=CN=C(S2)NC3=CC(=NC(=N3)C)N4CCN(CC4)CCO. Cell line: SW-620. Synergy scores: CSS=19.2, Synergy_ZIP=-1.27, Synergy_Bliss=-1.79, Synergy_Loewe=-3.23, Synergy_HSA=-1.55. (2) Drug 1: COC1=C(C=C2C(=C1)N=CN=C2NC3=CC(=C(C=C3)F)Cl)OCCCN4CCOCC4. Drug 2: CCC1(CC2CC(C3=C(CCN(C2)C1)C4=CC=CC=C4N3)(C5=C(C=C6C(=C5)C78CCN9C7C(C=CC9)(C(C(C8N6C)(C(=O)OC)O)OC(=O)C)CC)OC)C(=O)OC)O.OS(=O)(=O)O. Cell line: SNB-19. Synergy scores: CSS=28.3, Synergy_ZIP=-2.58, Synergy_Bliss=-1.78, Synergy_Loewe=0.223, Synergy_HSA=0.451. (3) Drug 1: CC1=C(C(=CC=C1)Cl)NC(=O)C2=CN=C(S2)NC3=CC(=NC(=N3)C)N4CCN(CC4)CCO. Drug 2: CC1=C(N=C(N=C1N)C(CC(=O)N)NCC(C(=O)N)N)C(=O)NC(C(C2=CN=CN2)OC3C(C(C(C(O3)CO)O)O)OC4C(C(C(C(O4)CO)O)OC(=O)N)O)C(=O)NC(C)C(C(C)C(=O)NC(C(C)O)C(=O)NCCC5=NC(=CS5)C6=NC(=CS6)C(=O)NCCC[S+](C)C)O. Cell line: EKVX. Synergy scores: CSS=11.7, Synergy_ZIP=-4.27, Synergy_Bliss=0.488, Synergy_Loewe=-6.82, Synergy_HSA=0.620. (4) Drug 1: CN(C)N=NC1=C(NC=N1)C(=O)N. Drug 2: C1CC(C1)(C(=O)O)C(=O)O.[NH2-].[NH2-].[Pt+2]. Cell line: MALME-3M. Synergy scores: CSS=28.7, Synergy_ZIP=-7.48, Synergy_Bliss=2.46, Synergy_Loewe=-11.6, Synergy_HSA=0.446. (5) Drug 1: CC1=C2C(C(=O)C3(C(CC4C(C3C(C(C2(C)C)(CC1OC(=O)C(C(C5=CC=CC=C5)NC(=O)OC(C)(C)C)O)O)OC(=O)C6=CC=CC=C6)(CO4)OC(=O)C)OC)C)OC. Drug 2: C(CC(=O)O)C(=O)CN.Cl. Cell line: PC-3. Synergy scores: CSS=45.4, Synergy_ZIP=-3.09, Synergy_Bliss=-3.23, Synergy_Loewe=-1.97, Synergy_HSA=0.450.